From a dataset of Catalyst prediction with 721,799 reactions and 888 catalyst types from USPTO. Predict which catalyst facilitates the given reaction. Reactant: [F:1][C:2]1[CH:3]=[CH:4][C:5]([NH:9][C:10]([C@@H:12]2[CH2:16][CH2:15][N:14](C([O-])=O)[N:13]2[C:20](=[O:39])[C@@H:21]([CH2:27][N:28]([CH:37]=[O:38])[O:29]CC2C=CC=CC=2)[CH2:22][CH2:23][CH2:24][CH2:25][CH3:26])=[O:11])=[N+:6]([O-:8])[CH:7]=1. Product: [F:1][C:2]1[CH:3]=[CH:4][C:5]([NH:9][C:10]([C@@H:12]2[CH2:16][CH2:15][NH:14][N:13]2[C:20](=[O:39])[C@@H:21]([CH2:27][N:28]([CH:37]=[O:38])[OH:29])[CH2:22][CH2:23][CH2:24][CH2:25][CH3:26])=[O:11])=[N+:6]([O-:8])[CH:7]=1. The catalyst class is: 105.